From a dataset of Full USPTO retrosynthesis dataset with 1.9M reactions from patents (1976-2016). Predict the reactants needed to synthesize the given product. The reactants are: [Br:1][C:2]1[CH:12]=[CH:11][C:5]2[CH2:6][CH2:7][NH:8][CH2:9][CH2:10][C:4]=2[CH:3]=1.[CH2:13]=O. Given the product [Br:1][C:2]1[CH:12]=[CH:11][C:5]2[CH2:6][CH2:7][N:8]([CH3:13])[CH2:9][CH2:10][C:4]=2[CH:3]=1, predict the reactants needed to synthesize it.